Dataset: Forward reaction prediction with 1.9M reactions from USPTO patents (1976-2016). Task: Predict the product of the given reaction. Given the reactants [CH2:1]=[CH:2][CH:3]=[CH2:4].[C:5]([O:14][CH2:15][CH3:16])(=[O:13])/[CH:6]=[CH:7]/[C:8]([O:10][CH2:11][CH3:12])=[O:9], predict the reaction product. The product is: [C:8]([O:10][CH2:11][CH3:12])(=[O:9])[C@@H:7]1[CH2:4][CH:3]=[CH:2][CH2:1][C@H:6]1[C:5]([O:14][CH2:15][CH3:16])=[O:13].